This data is from Full USPTO retrosynthesis dataset with 1.9M reactions from patents (1976-2016). The task is: Predict the reactants needed to synthesize the given product. (1) Given the product [C:33]([C:30]1[CH:29]=[CH:28][C:27]([NH:26][C:25]([N:11]2[CH:10]([CH2:9][OH:8])[CH2:15][N:14]3[N:16]=[C:17]([I:24])[C:18]([C:19]([OH:21])=[O:20])=[C:13]3[CH2:12]2)=[O:35])=[CH:32][CH:31]=1)#[N:34], predict the reactants needed to synthesize it. The reactants are: [Si]([O:8][CH2:9][CH:10]1[CH2:15][N:14]2[N:16]=[C:17]([I:24])[C:18]([C:19]([O:21]CC)=[O:20])=[C:13]2[CH2:12][N:11]1[C:25](=[O:35])[NH:26][C:27]1[CH:32]=[CH:31][C:30]([C:33]#[N:34])=[CH:29][CH:28]=1)(C(C)(C)C)(C)C.[Li+].[OH-]. (2) Given the product [O:20]1[CH2:19][CH2:18][N:17]([C:14]2[CH:15]=[CH:16][C:11]([C:9]3[N:8]([S:23]([C:26]4[CH:27]=[CH:28][C:29]([CH3:30])=[CH:31][CH:32]=4)(=[O:24])=[O:25])[C:4]4=[N:5][CH:6]=[CH:7][C:2]([C:43]5[N:42]=[C:41]([C:55]#[N:56])[C:40]([O:39][CH:36]6[CH2:37][CH2:38][O:33][CH2:34][CH2:35]6)=[CH:45][CH:44]=5)=[C:3]4[CH:10]=3)=[CH:12][CH:13]=2)[CH2:22][CH2:21]1, predict the reactants needed to synthesize it. The reactants are: Br[C:2]1[CH:7]=[CH:6][N:5]=[C:4]2[N:8]([S:23]([C:26]3[CH:32]=[CH:31][C:29]([CH3:30])=[CH:28][CH:27]=3)(=[O:25])=[O:24])[C:9]([C:11]3[CH:16]=[CH:15][C:14]([N:17]4[CH2:22][CH2:21][O:20][CH2:19][CH2:18]4)=[CH:13][CH:12]=3)=[CH:10][C:3]=12.[O:33]1[CH2:38][CH2:37][CH:36]([O:39][C:40]2[C:41]([C:55]#[N:56])=[N:42][C:43](B3OC(C)(C)C(C)(C)O3)=[CH:44][CH:45]=2)[CH2:35][CH2:34]1.C([O-])([O-])=O.[Cs+].[Cs+]. (3) Given the product [C:1]([O:5][C:6]([C@@:8]12[CH2:14][C@H:13]([CH2:15][OH:35])[C@@H:12]1[CH2:11][N:10]([C:16]([O:18][CH2:19][C:20]1[CH:21]=[CH:22][CH:23]=[CH:24][CH:25]=1)=[O:17])[CH2:9]2)=[O:7])([CH3:4])([CH3:2])[CH3:3], predict the reactants needed to synthesize it. The reactants are: [C:1]([O:5][C:6]([C@@:8]12[CH2:14][C:13](=[CH2:15])[C@@H:12]1[CH2:11][N:10]([C:16]([O:18][CH2:19][C:20]1[CH:25]=[CH:24][CH:23]=[CH:22][CH:21]=1)=[O:17])[CH2:9]2)=[O:7])([CH3:4])([CH3:3])[CH3:2].C12BC(CCC1)CCC2.[OH-:35].[Na+].OO. (4) Given the product [C:5]([C:8]1[CH:9]=[C:10]([N+:15]([O-:17])=[O:16])[CH:11]=[CH:12][C:13]=1[F:14])#[CH:6], predict the reactants needed to synthesize it. The reactants are: [Si]([C:5]#[CH:6])(C)(C)C.Br[C:8]1[CH:9]=[C:10]([N+:15]([O-:17])=[O:16])[CH:11]=[CH:12][C:13]=1[F:14].C(NC(C)C)(C)C.CCCC[N+](CCCC)(CCCC)CCCC.[F-].C1COCC1. (5) Given the product [Cl:9][C:10]1[CH:11]=[C:12]([C:16]2[C:18]3[C:23](=[CH:22][CH:21]=[N:20][CH:19]=3)[N:24]([CH3:25])[C:1](=[O:3])[CH:2]=2)[CH:13]=[CH:14][CH:15]=1, predict the reactants needed to synthesize it. The reactants are: [C:1](OC(C)(C)C)(=[O:3])[CH3:2].[Cl:9][C:10]1[CH:11]=[C:12]([C:16]([C:18]2[CH:19]=[N:20][CH:21]=[CH:22][C:23]=2[NH:24][CH3:25])=O)[CH:13]=[CH:14][CH:15]=1. (6) The reactants are: [CH2:1]([O:3][C:4](=[O:30])[C@@H:5]([O:27][CH2:28][CH3:29])[CH2:6][C:7]1[CH:12]=[CH:11][C:10]([O:13][CH2:14][CH2:15][C:16]2[CH:21]=[CH:20][C:19]([NH:22][S:23]([CH3:26])(=[O:25])=[O:24])=[CH:18][CH:17]=2)=[CH:9][CH:8]=1)[CH3:2].I[CH3:32].[H-].[Na+]. Given the product [CH2:1]([O:3][C:4](=[O:30])[C@@H:5]([O:27][CH2:28][CH3:29])[CH2:6][C:7]1[CH:8]=[CH:9][C:10]([O:13][CH2:14][CH2:15][C:16]2[CH:21]=[CH:20][C:19]([N:22]([S:23]([CH3:26])(=[O:25])=[O:24])[CH3:32])=[CH:18][CH:17]=2)=[CH:11][CH:12]=1)[CH3:2], predict the reactants needed to synthesize it. (7) Given the product [O:1]1[C:5]2[CH:6]=[CH:7][C:8]([C:10]3([C:13]([NH:15][C:16]4[CH:21]=[CH:20][C:19]([CH2:22][C:23]5[CH:28]=[CH:27][CH:26]=[CH:25][C:24]=5[Cl:52])=[CH:18][N:17]=4)=[O:14])[CH2:12][CH2:11]3)=[CH:9][C:4]=2[O:3][CH2:2]1, predict the reactants needed to synthesize it. The reactants are: [O:1]1[C:5]2[CH:6]=[CH:7][C:8]([C:10]3([C:13]([NH:15][C:16]4[CH:21]=[CH:20][C:19]([CH2:22][C:23]5[CH:28]=[CH:27][CH:26]=[CH:25][CH:24]=5)=[CH:18][N:17]=4)=[O:14])[CH2:12][CH2:11]3)=[CH:9][C:4]=2[O:3][CH2:2]1.O1C2C=CC(C3(C(NC4C=CC(Br)=CN=4)=O)CC3)=CC=2OC1.[Cl-].[Cl:52]C1C=CC=CC=1C[Zn+]. (8) Given the product [Br:1][C:2]1[CH:3]=[C:4]2[C:5](=[CH:10][CH:11]=1)[C:6](=[O:7])[N:21]([CH:22]1[CH2:23][CH2:24][CH:25]([C:28]([O:30][C:31]([CH3:34])([CH3:33])[CH3:32])=[O:29])[CH2:26][CH2:27]1)[CH2:12]2, predict the reactants needed to synthesize it. The reactants are: [Br:1][C:2]1[CH:11]=[CH:10][C:5]([C:6](OC)=[O:7])=[C:4]([CH2:12]Br)[CH:3]=1.C(N(CC)CC)C.[NH2:21][CH:22]1[CH2:27][CH2:26][CH:25]([C:28]([O:30][C:31]([CH3:34])([CH3:33])[CH3:32])=[O:29])[CH2:24][CH2:23]1.